Dataset: Catalyst prediction with 721,799 reactions and 888 catalyst types from USPTO. Task: Predict which catalyst facilitates the given reaction. The catalyst class is: 8. Reactant: [OH-].[Na+].C([O:6][C:7]1[CH:30]=[CH:29][C:28]([Br:31])=[CH:27][C:8]=1[C:9]([NH:11][C:12]1[S:13][C:14]([N:21]2[CH2:26][CH2:25][CH2:24][CH2:23][CH2:22]2)=[C:15]([C:17]([CH3:20])([CH3:19])[CH3:18])[N:16]=1)=[O:10])(=O)C.Cl. Product: [Br:31][C:28]1[CH:29]=[CH:30][C:7]([OH:6])=[C:8]([CH:27]=1)[C:9]([NH:11][C:12]1[S:13][C:14]([N:21]2[CH2:22][CH2:23][CH2:24][CH2:25][CH2:26]2)=[C:15]([C:17]([CH3:19])([CH3:20])[CH3:18])[N:16]=1)=[O:10].